Predict the product of the given reaction. From a dataset of Forward reaction prediction with 1.9M reactions from USPTO patents (1976-2016). (1) The product is: [CH3:42][N:41]([CH3:43])[S:38]([CH2:37][CH2:36][CH2:35][O:1][C:2]1[C:11]2[N:10]=[C:9]([NH:12][C:13](=[O:20])[C:14]3[CH:19]=[CH:18][CH:17]=[N:16][CH:15]=3)[N:8]3[CH2:21][CH2:22][N:23]=[C:7]3[C:6]=2[CH:5]=[CH:4][C:3]=1[O:24][CH2:25][CH2:26][CH2:27][N:28]1[CH2:29][CH2:30][O:31][CH2:32][CH2:33]1)(=[O:40])=[O:39]. Given the reactants [OH:1][C:2]1[C:11]2[N:10]=[C:9]([NH:12][C:13](=[O:20])[C:14]3[CH:19]=[CH:18][CH:17]=[N:16][CH:15]=3)[N:8]3[CH2:21][CH2:22][N:23]=[C:7]3[C:6]=2[CH:5]=[CH:4][C:3]=1[O:24][CH2:25][CH2:26][CH2:27][N:28]1[CH2:33][CH2:32][O:31][CH2:30][CH2:29]1.Cl[CH2:35][CH2:36][CH2:37][S:38]([N:41]([CH3:43])[CH3:42])(=[O:40])=[O:39], predict the reaction product. (2) Given the reactants Cl.[F:2][C:3]1[CH:4]=[C:5]([CH:9]=[CH:10][C:11]=1[CH2:12][CH2:13][CH2:14][N:15]1[CH2:20][CH2:19][CH2:18][CH2:17][CH2:16]1)[C:6](O)=O.COC1C=CC(C2CCC3C(=CC=C(OC)C=3)C2)=[C:27]([NH2:29])C=1.FC1C=C(C=CC=1CCCN1CCCCC1)CN[C:48]1[CH:53]=[C:52]([O:54][CH3:55])[CH:51]=[CH:50][C:49]=1[CH:56]1[CH2:65][CH2:64][C:63]2[C:58](=[CH:59][CH:60]=[C:61]([O:66][CH3:67])[CH:62]=2)[CH2:57]1, predict the reaction product. The product is: [F:2][C:3]1[CH:4]=[C:5]([CH:9]=[CH:10][C:11]=1[CH2:12][CH2:13][CH2:14][N:15]1[CH2:20][CH2:19][CH2:18][CH2:17][CH2:16]1)[CH2:6][NH:29][CH2:27][C:48]1[CH:53]=[C:52]([O:54][CH3:55])[CH:51]=[CH:50][C:49]=1[CH:56]1[CH2:65][CH2:64][C:63]2[C:58](=[CH:59][CH:60]=[C:61]([O:66][CH3:67])[CH:62]=2)[CH2:57]1. (3) Given the reactants Br[C:2]1[CH:3]=[N:4][C:5]([NH:8][C:9]2[CH:24]=[CH:23][C:12]([CH2:13][N:14]3[CH2:19][CH2:18][CH:17]([C:20]([OH:22])=[O:21])[CH2:16][CH2:15]3)=[CH:11][CH:10]=2)=[N:6][CH:7]=1.[F:25][CH:26]([F:43])[O:27][C:28]1[CH:33]=[CH:32][C:31](B2OC(C)(C)C(C)(C)O2)=[CH:30][CH:29]=1.C([O-])([O-])=O.[Na+].[Na+], predict the reaction product. The product is: [F:25][CH:26]([F:43])[O:27][C:28]1[CH:33]=[CH:32][C:31]([C:2]2[CH:3]=[N:4][C:5]([NH:8][C:9]3[CH:24]=[CH:23][C:12]([CH2:13][N:14]4[CH2:19][CH2:18][CH:17]([C:20]([OH:22])=[O:21])[CH2:16][CH2:15]4)=[CH:11][CH:10]=3)=[N:6][CH:7]=2)=[CH:30][CH:29]=1.